Dataset: Full USPTO retrosynthesis dataset with 1.9M reactions from patents (1976-2016). Task: Predict the reactants needed to synthesize the given product. (1) Given the product [I:1][C:2]1[CH:3]=[C:4]([CH2:8][C:9]([NH:30][NH:29][C:27](=[O:28])[C:26]2[CH:25]=[CH:24][C:23]([C:21]#[N:22])=[CH:32][CH:31]=2)=[O:11])[CH:5]=[CH:6][CH:7]=1, predict the reactants needed to synthesize it. The reactants are: [I:1][C:2]1[CH:3]=[C:4]([CH2:8][C:9]([OH:11])=O)[CH:5]=[CH:6][CH:7]=1.C(N(CC)C(C)C)(C)C.[C:21]([C:23]1[CH:32]=[CH:31][C:26]([C:27]([NH:29][NH2:30])=[O:28])=[CH:25][CH:24]=1)#[N:22]. (2) Given the product [Cl:21][C:22]1[CH:27]=[C:26]([C:8]2[CH:9]=[C:10]3[C:5](=[CH:6][CH:7]=2)[C:4](=[O:19])[CH2:3][C:2]3([CH3:20])[CH3:1])[CH:25]=[CH:24][CH:23]=1, predict the reactants needed to synthesize it. The reactants are: [CH3:1][C:2]1([CH3:20])[C:10]2[C:5](=[CH:6][CH:7]=[C:8](OS(C(F)(F)F)(=O)=O)[CH:9]=2)[C:4](=[O:19])[CH2:3]1.[Cl:21][C:22]1[CH:23]=[C:24](B(O)O)[CH:25]=[CH:26][CH:27]=1. (3) Given the product [N+:13]([C:16]1[CH:21]=[CH:20][CH:19]=[CH:18][C:17]=1[S:22]([N:25]([CH2:35][C:36]1[CH:41]=[CH:40][CH:39]=[CH:38][N:37]=1)[CH2:26][C:27]1[CH:32]=[CH:31][C:30]([CH2:33][NH:34][CH:9]2[CH2:8][CH2:7][C:6]3[C:11](=[C:2]([OH:1])[CH:3]=[CH:4][CH:5]=3)[CH2:10]2)=[CH:29][CH:28]=1)(=[O:23])=[O:24])([O-:15])=[O:14], predict the reactants needed to synthesize it. The reactants are: [OH:1][C:2]1[CH:3]=[CH:4][CH:5]=[C:6]2[C:11]=1[CH2:10][C:9](=O)[CH2:8][CH2:7]2.[N+:13]([C:16]1[CH:21]=[CH:20][CH:19]=[CH:18][C:17]=1[S:22]([N:25]([CH2:35][C:36]1[CH:41]=[CH:40][CH:39]=[CH:38][N:37]=1)[CH2:26][C:27]1[CH:32]=[CH:31][C:30]([CH2:33][NH2:34])=[CH:29][CH:28]=1)(=[O:24])=[O:23])([O-:15])=[O:14].[BH-](OC(C)=O)(OC(C)=O)OC(C)=O.[Na+]. (4) Given the product [Cl:32][C:33]1[CH:38]=[CH:37][C:36]([Cl:39])=[CH:35][C:34]=1[S:40]([NH:1][C@@H:2]1[CH2:3][C@H:4]([CH2:14][O:15][C:16]2[CH:17]=[CH:18][C:19]([F:22])=[CH:20][CH:21]=2)[N:5]([C:7]#[N:25])[CH2:6]1)(=[O:42])=[O:41], predict the reactants needed to synthesize it. The reactants are: [NH2:1][C@H:2]1[CH2:6][N:5]([C:7](OC(C)(C)C)=O)[C@@H:4]([CH2:14][O:15][C:16]2[CH:21]=[CH:20][C:19]([F:22])=[CH:18][CH:17]=2)[CH2:3]1.CC[N:25](C(C)C)C(C)C.[Cl:32][C:33]1[CH:38]=[CH:37][C:36]([Cl:39])=[CH:35][C:34]=1[S:40](Cl)(=[O:42])=[O:41].Cl.N#CBr.C(O)C(N)(CO)CO. (5) The reactants are: P(Cl)(Cl)(Cl)(Cl)[Cl:2].C([O:9][C:10](=O)[NH:11][CH:12]([C:19]1[CH:24]=[CH:23][C:22]([C:25]#[N:26])=[CH:21][C:20]=1[F:27])NC(=O)OCC)C. Given the product [Cl:2][CH:12]([N:11]=[C:10]=[O:9])[C:19]1[CH:24]=[CH:23][C:22]([C:25]#[N:26])=[CH:21][C:20]=1[F:27], predict the reactants needed to synthesize it. (6) Given the product [C:22]([C:2]1[N:7]=[CH:6][C:5]([C:8]([O:10][CH3:11])=[O:9])=[C:4]([C:12]2[CH:13]=[N:14][C:15]([C:18]([F:21])([F:20])[F:19])=[CH:16][CH:17]=2)[CH:3]=1)#[N:23], predict the reactants needed to synthesize it. The reactants are: Cl[C:2]1[N:7]=[CH:6][C:5]([C:8]([O:10][CH3:11])=[O:9])=[C:4]([C:12]2[CH:13]=[N:14][C:15]([C:18]([F:21])([F:20])[F:19])=[CH:16][CH:17]=2)[CH:3]=1.[CH3:22][N:23](C)C=O. (7) Given the product [C:1]([C:4]1[C:22](=[O:23])[C@@:8]2([CH3:24])[C:9]3[C:15]([OH:16])=[CH:14][C:13]([O:17][CH3:18])=[C:12]([C:19]([NH:21][CH2:38][C:28]4[C:29]5[C:34](=[CH:33][C:32]([Cl:37])=[CH:31][CH:30]=5)[CH:35]=[CH:36][C:27]=4[CH3:26])=[O:20])[C:10]=3[O:11][C:7]2=[CH:6][C:5]=1[OH:25])(=[O:3])[CH3:2], predict the reactants needed to synthesize it. The reactants are: [C:1]([C:4]1[C:22](=[O:23])[C@@:8]2([CH3:24])[C:9]3[C:15]([OH:16])=[CH:14][C:13]([O:17][CH3:18])=[C:12]([C:19]([NH2:21])=[O:20])[C:10]=3[O:11][C:7]2=[CH:6][C:5]=1[OH:25])(=[O:3])[CH3:2].[CH3:26][C:27]1[CH:36]=[CH:35][C:34]2[C:29](=[CH:30][CH:31]=[C:32]([Cl:37])[CH:33]=2)[C:28]=1[CH:38]=O.C([SiH](CC)CC)C.FC(F)(F)C(O)=O.